Dataset: Reaction yield outcomes from USPTO patents with 853,638 reactions. Task: Predict the reaction yield, written as a fraction of the theoretical maximum amount of product (1.0 means a 100% yield; for example, 0.34 means a 34% yield). (1) The reactants are [NH2:1][C:2]1[CH:7]=[C:6]([C:8]([OH:11])([CH3:10])[CH3:9])[CH:5]=[CH:4][N:3]=1.[H-].[Na+].F[C:15]1[C:24]2[C:19](=[CH:20][CH:21]=[CH:22][CH:23]=2)[C:18]([N+:25]([O-:27])=[O:26])=[CH:17][CH:16]=1. The catalyst is CN(C=O)C. The product is [N+:25]([C:18]1[C:19]2[C:24](=[CH:23][CH:22]=[CH:21][CH:20]=2)[C:15]([O:11][C:8]([C:6]2[CH:5]=[CH:4][N:3]=[C:2]([NH2:1])[CH:7]=2)([CH3:9])[CH3:10])=[CH:16][CH:17]=1)([O-:27])=[O:26]. The yield is 0.0800. (2) The product is [NH2:33][C:28]1[CH:27]=[CH:26][N:25]=[C:24]([C:6]2[CH:5]=[C:4]([NH:17][CH2:18][CH2:19][N:20]([CH3:21])[CH3:22])[CH:3]=[C:2]([F:1])[CH:7]=2)[C:29]=1[N+:30]([O-:32])=[O:31]. The yield is 0.869. The catalyst is O1CCOCC1.O.C1C=CC(P(C2C=CC=CC=2)[C-]2C=CC=C2)=CC=1.C1C=CC(P(C2C=CC=CC=2)[C-]2C=CC=C2)=CC=1.Cl[Pd]Cl.[Fe+2]. The reactants are [F:1][C:2]1[CH:3]=[C:4]([NH:17][CH2:18][CH2:19][N:20]([CH3:22])[CH3:21])[CH:5]=[C:6](B2OC(C)(C)C(C)(C)O2)[CH:7]=1.Br[C:24]1[C:29]([N+:30]([O-:32])=[O:31])=[C:28]([NH2:33])[CH:27]=[CH:26][N:25]=1.C([O-])([O-])=O.[Na+].[Na+].CCOC(C)=O. (3) The reactants are [CH3:1][C:2]1[C:3]([C:11]2[S:15][C:14]([C:16]([OH:18])=O)=[CH:13][CH:12]=2)=[N:4][O:5][C:6]=1[C:7]([F:10])([F:9])[F:8].[NH:19]1[CH2:24][CH2:23][S:22](=[O:26])(=[O:25])[CH2:21][CH2:20]1. No catalyst specified. The product is [O:25]=[S:22]1(=[O:26])[CH2:23][CH2:24][N:19]([C:16]([C:14]2[S:15][C:11]([C:3]3[C:2]([CH3:1])=[C:6]([C:7]([F:8])([F:9])[F:10])[O:5][N:4]=3)=[CH:12][CH:13]=2)=[O:18])[CH2:20][CH2:21]1. The yield is 0.800. (4) The reactants are [CH:1]1([CH2:4][S:5]([NH:8][CH:9]([CH3:11])[CH3:10])(=[O:7])=[O:6])[CH2:3][CH2:2]1.[H-].[Na+].[Cl:14][C:15]1[N:20]=[C:19](Cl)[CH:18]=[CH:17][N:16]=1.[NH4+].[Cl-]. The catalyst is CN(C=O)C. The product is [Cl:14][C:15]1[N:20]=[C:19]([N:8]([CH:9]([CH3:11])[CH3:10])[S:5]([CH2:4][CH:1]2[CH2:2][CH2:3]2)(=[O:7])=[O:6])[CH:18]=[CH:17][N:16]=1. The yield is 0.220. (5) The reactants are Br[C:2]1[CH:3]=[C:4]([C:9]2[N:10]=[N:11][N:12]([CH:14]([CH3:16])[CH3:15])[CH:13]=2)[C:5]([NH2:8])=[N:6][CH:7]=1.[N:17]1([C:23]([C:25]2[CH:30]=[CH:29][C:28](B(O)O)=[CH:27][CH:26]=2)=[O:24])[CH2:22][CH2:21][O:20][CH2:19][CH2:18]1.O.C([O-])([O-])=O.[Cs+].[Cs+]. The catalyst is O1CCOCC1.CCOC(C)=O.C1C=CC([P]([Pd]([P](C2C=CC=CC=2)(C2C=CC=CC=2)C2C=CC=CC=2)([P](C2C=CC=CC=2)(C2C=CC=CC=2)C2C=CC=CC=2)[P](C2C=CC=CC=2)(C2C=CC=CC=2)C2C=CC=CC=2)(C2C=CC=CC=2)C2C=CC=CC=2)=CC=1. The product is [NH2:8][C:5]1[N:6]=[CH:7][C:2]([C:28]2[CH:27]=[CH:26][C:25]([C:23]([N:17]3[CH2:22][CH2:21][O:20][CH2:19][CH2:18]3)=[O:24])=[CH:30][CH:29]=2)=[CH:3][C:4]=1[C:9]1[N:10]=[N:11][N:12]([CH:14]([CH3:16])[CH3:15])[CH:13]=1. The yield is 0.360. (6) The reactants are [CH3:1][CH:2]([CH3:14])[C@@H:3]([NH:7][C:8]1[CH:9]=[N:10][CH:11]=[CH:12][CH:13]=1)[C:4]([OH:6])=O.[Cl:15][C:16]1[CH:21]=[CH:20][C:19]([C@@:22]2([OH:30])[CH2:27][CH2:26][NH:25][CH2:24][C:23]2([CH3:29])[CH3:28])=[CH:18][CH:17]=1.C(Cl)CCl.C1C=CC2N(O)N=NC=2C=1.CCN(C(C)C)C(C)C. The catalyst is CN(C=O)C. The product is [Cl:15][C:16]1[CH:21]=[CH:20][C:19]([C@@:22]2([OH:30])[CH2:27][CH2:26][N:25]([C:4](=[O:6])[C@H:3]([NH:7][C:8]3[CH:9]=[N:10][CH:11]=[CH:12][CH:13]=3)[CH:2]([CH3:1])[CH3:14])[CH2:24][C:23]2([CH3:28])[CH3:29])=[CH:18][CH:17]=1. The yield is 0.0650. (7) The reactants are [BH4-].[Na+].[Cl:3][C:4]1[C:5]([NH:19][C:20]2[CH:24]=[C:23]([CH:25]3[CH2:27][CH2:26]3)[NH:22][N:21]=2)=[N:6][C:7]([C:10]2[S:11][C:12]([C:16](=[O:18])[CH3:17])=[C:13]([CH3:15])[N:14]=2)=[N:8][CH:9]=1. The catalyst is C1COCC1.CO. The product is [Cl:3][C:4]1[C:5]([NH:19][C:20]2[CH:24]=[C:23]([CH:25]3[CH2:27][CH2:26]3)[NH:22][N:21]=2)=[N:6][C:7]([C:10]2[S:11][C:12]([CH:16]([OH:18])[CH3:17])=[C:13]([CH3:15])[N:14]=2)=[N:8][CH:9]=1. The yield is 0.800. (8) The reactants are C1(C(=[N:14][C:15]2[N:20]3[CH:21]=[C:22]([CH2:24][N:25]([CH3:36])[CH:26]4[C:35]5[N:34]=[CH:33][CH:32]=[CH:31][C:30]=5[CH2:29][CH2:28][CH2:27]4)[N:23]=[C:19]3[CH:18]=[CH:17][CH:16]=2)C2C=CC=CC=2)C=CC=CC=1.Cl.[O:38]1CCCC1. The catalyst is C(OCC)(=O)C.C(#N)C. The product is [OH-:38].[NH4+:14].[NH2:14][C:15]1[N:20]2[CH:21]=[C:22]([CH2:24][N:25]([CH3:36])[CH:26]3[C:35]4[N:34]=[CH:33][CH:32]=[CH:31][C:30]=4[CH2:29][CH2:28][CH2:27]3)[N:23]=[C:19]2[CH:18]=[CH:17][CH:16]=1. The yield is 0.100. (9) The reactants are C(OC([N:8]([C:13]1[CH:52]=[CH:51][C:16]([C:17]([O:19][CH2:20][CH2:21][C:22]([O:24][C@H:25]([C:36]2[CH:41]=[CH:40][C:39]([O:42][CH:43]([F:45])[F:44])=[C:38]([O:46][CH2:47][CH:48]3[CH2:50][CH2:49]3)[CH:37]=2)[CH2:26][C:27]2[C:32]([Cl:33])=[CH:31][N+:30]([O-:34])=[CH:29][C:28]=2[Cl:35])=[O:23])=[O:18])=[CH:15][C:14]=1[O:53][CH2:54][CH:55]1[CH2:57][CH2:56]1)[S:9]([CH3:12])(=[O:11])=[O:10])=O)(C)(C)C.O1CCOCC1. The catalyst is C(Cl)Cl.Cl. The product is [Cl:35][C:28]1[CH:29]=[N+:30]([O-:34])[CH:31]=[C:32]([Cl:33])[C:27]=1[CH2:26][C@@H:25]([C:36]1[CH:41]=[CH:40][C:39]([O:42][CH:43]([F:44])[F:45])=[C:38]([O:46][CH2:47][CH:48]2[CH2:50][CH2:49]2)[CH:37]=1)[O:24][C:22](=[O:23])[CH2:21][CH2:20][O:19][C:17](=[O:18])[C:16]1[CH:51]=[CH:52][C:13]([NH:8][S:9]([CH3:12])(=[O:11])=[O:10])=[C:14]([O:53][CH2:54][CH:55]2[CH2:56][CH2:57]2)[CH:15]=1. The yield is 0.860.